From a dataset of Catalyst prediction with 721,799 reactions and 888 catalyst types from USPTO. Predict which catalyst facilitates the given reaction. (1) Reactant: [Cl:1][C:2]1[CH:3]=[C:4]([CH:8]=[C:9]([O:11][CH3:12])[N:10]=1)[C:5]([OH:7])=O.CN1CCOCC1.ClC(OCC(C)C)=O.[CH2:28]([NH2:35])[C:29]1[CH:34]=[CH:33][CH:32]=[CH:31][CH:30]=1. Product: [CH2:28]([NH:35][C:5](=[O:7])[C:4]1[CH:8]=[C:9]([O:11][CH3:12])[N:10]=[C:2]([Cl:1])[CH:3]=1)[C:29]1[CH:34]=[CH:33][CH:32]=[CH:31][CH:30]=1. The catalyst class is: 54. (2) Reactant: Cl[CH2:2][CH:3](O)[C:4]([OH:6])=[O:5].[CH:8](=[O:15])[C:9]1[CH:14]=[CH:13][CH:12]=[CH:11][CH:10]=1.[CH:16](NC(C)C)(C)C. Product: [CH2:16]=[C:3]1[CH2:2][O:15][CH:8]([C:9]2[CH:14]=[CH:13][CH:12]=[CH:11][CH:10]=2)[O:6][C:4]1=[O:5]. The catalyst class is: 28. (3) Reactant: [CH3:1][C:2]1([CH3:17])[C:10]2[C:5](=[CH:6][C:7]([N:11]3[CH2:16][CH2:15][O:14][CH2:13][CH2:12]3)=[CH:8][CH:9]=2)[NH:4][CH2:3]1.Cl[C:19]1[C:28]2[C:23](=[CH:24][C:25]([F:29])=[CH:26][CH:27]=2)[N:22]=[C:21]([C:30]2[CH:35]=[CH:34][CH:33]=[CH:32][N:31]=2)[C:20]=1[CH3:36].[H-].[Na+]. Product: [CH3:1][C:2]1([CH3:17])[C:10]2[C:5](=[CH:6][C:7]([N:11]3[CH2:16][CH2:15][O:14][CH2:13][CH2:12]3)=[CH:8][CH:9]=2)[N:4]([C:19]2[C:28]3[C:23](=[CH:24][C:25]([F:29])=[CH:26][CH:27]=3)[N:22]=[C:21]([C:30]3[CH:35]=[CH:34][CH:33]=[CH:32][N:31]=3)[C:20]=2[CH3:36])[CH2:3]1. The catalyst class is: 3.